Dataset: Full USPTO retrosynthesis dataset with 1.9M reactions from patents (1976-2016). Task: Predict the reactants needed to synthesize the given product. Given the product [NH2:1][C:2]1[C:3]2[S:10][CH:9]=[C:8](/[CH:11]=[CH:12]/[C:13]3[CH:14]=[C:15]([CH:19]=[CH:20][C:21]=3[CH3:22])[C:16]([NH:31][C:27]3[CH:28]=[CH:29][CH:30]=[C:25]([C:24]([F:23])([F:32])[F:33])[CH:26]=3)=[O:18])[C:4]=2[N:5]=[CH:6][N:7]=1, predict the reactants needed to synthesize it. The reactants are: [NH2:1][C:2]1[C:3]2[S:10][CH:9]=[C:8](/[CH:11]=[CH:12]/[C:13]3[CH:14]=[C:15]([CH:19]=[CH:20][C:21]=3[CH3:22])[C:16]([OH:18])=O)[C:4]=2[N:5]=[CH:6][N:7]=1.[F:23][C:24]([F:33])([F:32])[C:25]1[CH:26]=[C:27]([NH2:31])[CH:28]=[CH:29][CH:30]=1.CN(C(ON1N=NC2C=CC=NC1=2)=[N+](C)C)C.F[P-](F)(F)(F)(F)F.